Dataset: Reaction yield outcomes from USPTO patents with 853,638 reactions. Task: Predict the reaction yield, written as a fraction of the theoretical maximum amount of product (1.0 means a 100% yield; for example, 0.34 means a 34% yield). (1) The yield is 0.100. The product is [NH2:49][C:50]1[N:59]=[C:58]([N:60]2[CH2:61][CH2:62][N:63]([CH3:66])[CH2:64][CH2:65]2)[C:57]2[C:52](=[CH:53][C:54]([C:67]([NH:26][CH:27]([CH2:33][C:34]3[CH:39]=[CH:38][CH:37]=[C:36]([O:40][C:41]4[CH:46]=[CH:45][CH:44]=[C:43]([C:47]#[N:48])[CH:42]=4)[CH:35]=3)[C:28]([N:30]([CH3:32])[CH3:31])=[O:29])=[O:68])=[CH:55][CH:56]=2)[N:51]=1. The reactants are F[P-](F)(F)(F)(F)F.C[N+](C)=C(N(C)C)ON1C2N=CC=CC=2N=N1.Cl.[NH2:26][CH:27]([CH2:33][C:34]1[CH:39]=[CH:38][CH:37]=[C:36]([O:40][C:41]2[CH:46]=[CH:45][CH:44]=[C:43]([C:47]#[N:48])[CH:42]=2)[CH:35]=1)[C:28]([N:30]([CH3:32])[CH3:31])=[O:29].[NH2:49][C:50]1[N:59]=[C:58]([N:60]2[CH2:65][CH2:64][N:63]([CH3:66])[CH2:62][CH2:61]2)[C:57]2[C:52](=[CH:53][C:54]([C:67](O)=[O:68])=[CH:55][CH:56]=2)[N:51]=1.C(N(CC)C(C)C)(C)C. The catalyst is CN(C)C=O. (2) The reactants are [CH3:1][C:2]1[O:3][C:4]2[CH:10]=[CH:9][CH:8]=[CH:7][C:5]=2[N:6]=1.C1C(=O)N([Br:18])C(=O)C1. The catalyst is C(Cl)(Cl)(Cl)Cl.C(OOC(=O)C1C=CC=CC=1)(=O)C1C=CC=CC=1. The product is [Br:18][CH2:1][C:2]1[O:3][C:4]2[CH:10]=[CH:9][CH:8]=[CH:7][C:5]=2[N:6]=1. The yield is 0.170.